The task is: Predict the product of the given reaction.. This data is from Forward reaction prediction with 1.9M reactions from USPTO patents (1976-2016). (1) Given the reactants C(OC(=O)[NH:10][C@@H:11]([CH:36]1[CH2:41][CH2:40][C:39]([F:43])([F:42])[CH2:38][CH2:37]1)[C:12]([N:14]1[C@H:19]([C:20](=[O:32])[NH:21][C@H:22]2[C:31]3[C:26](=[CH:27][CH:28]=[CH:29][CH:30]=3)[O:25][CH2:24][CH2:23]2)[CH2:18][N:17]2[CH2:33][CH2:34][CH2:35][C@@H:16]2[CH2:15]1)=[O:13])C1C=CC=CC=1, predict the reaction product. The product is: [NH2:10][C@@H:11]([CH:36]1[CH2:41][CH2:40][C:39]([F:42])([F:43])[CH2:38][CH2:37]1)[C:12]([N:14]1[C@H:19]([C:20]([NH:21][C@H:22]2[C:31]3[C:26](=[CH:27][CH:28]=[CH:29][CH:30]=3)[O:25][CH2:24][CH2:23]2)=[O:32])[CH2:18][N:17]2[CH2:33][CH2:34][CH2:35][C@@H:16]2[CH2:15]1)=[O:13]. (2) Given the reactants [NH2:1][C@H:2]([C:12]1[C:17]([C:18]2[CH:19]=[CH:20][C:21]3[N:22]([C:25](=[O:28])[NH:26][N:27]=3)[C:23]=2[CH3:24])=[CH:16][CH:15]=[C:14]([C:29]#[C:30][C:31]([OH:34])([CH3:33])[CH3:32])[N:13]=1)[CH2:3][C:4]1[CH:9]=[C:8]([F:10])[CH:7]=[C:6]([F:11])[CH:5]=1.[F:35][C:36]1([F:53])[C:40]2[N:41]([CH2:48][C:49](O)=[O:50])[N:42]=[C:43]([C:44]([F:47])([F:46])[F:45])[C:39]=2[C@H:38]2[CH2:52][C@@H:37]12, predict the reaction product. The product is: [F:53][C:36]1([F:35])[C:40]2[N:41]([CH2:48][C:49]([NH:1][C@H:2]([C:12]3[C:17]([C:18]4[CH:19]=[CH:20][C:21]5[N:22]([C:25](=[O:28])[NH:26][N:27]=5)[C:23]=4[CH3:24])=[CH:16][CH:15]=[C:14]([C:29]#[C:30][C:31]([OH:34])([CH3:33])[CH3:32])[N:13]=3)[CH2:3][C:4]3[CH:5]=[C:6]([F:11])[CH:7]=[C:8]([F:10])[CH:9]=3)=[O:50])[N:42]=[C:43]([C:44]([F:47])([F:46])[F:45])[C:39]=2[C@H:38]2[CH2:52][C@@H:37]12.